Dataset: Full USPTO retrosynthesis dataset with 1.9M reactions from patents (1976-2016). Task: Predict the reactants needed to synthesize the given product. (1) The reactants are: [NH2:1][C:2]1[CH:11]=[CH:10][CH:9]=[C:8]2[C:3]=1[CH:4]=[CH:5][O:6][C:7]2=[O:12].CN1CCOCC1.[C:20]12([CH2:30][C:31](Cl)=[O:32])[CH2:29][CH:24]3[CH2:25][CH:26]([CH2:28][CH:22]([CH2:23]3)[CH2:21]1)[CH2:27]2. Given the product [C:20]12([CH2:30][C:31]([NH:1][C:2]3[CH:11]=[CH:10][CH:9]=[C:8]4[C:3]=3[CH:4]=[CH:5][O:6][C:7]4=[O:12])=[O:32])[CH2:27][CH:26]3[CH2:25][CH:24]([CH2:23][CH:22]([CH2:28]3)[CH2:21]1)[CH2:29]2, predict the reactants needed to synthesize it. (2) Given the product [CH2:1]([C:3]1[C:7]([C:8]([O:10][CH2:11][C:12]2[CH:17]=[CH:16][CH:15]=[CH:14][CH:13]=2)=[O:9])=[C:6]([CH:18]=[O:27])[NH:5][C:4]=1[C:19]([O:21][C:22]([CH3:24])([CH3:23])[CH3:25])=[O:20])[CH3:2], predict the reactants needed to synthesize it. The reactants are: [CH2:1]([C:3]1[C:7]([C:8]([O:10][CH2:11][C:12]2[CH:17]=[CH:16][CH:15]=[CH:14][CH:13]=2)=[O:9])=[C:6]([CH3:18])[NH:5][C:4]=1[C:19]([O:21][C:22]([CH3:25])([CH3:24])[CH3:23])=[O:20])[CH3:2].O.[O:27]=[N+]([O-])[O-].[O-][N+](=O)[O-].[O-][N+](=O)[O-].[O-][N+](=O)[O-].[O-][N+](=O)[O-].[O-][N+](=O)[O-].[Ce+4].[NH4+].[NH4+].